This data is from Forward reaction prediction with 1.9M reactions from USPTO patents (1976-2016). The task is: Predict the product of the given reaction. (1) Given the reactants [CH3:1][O:2][C:3]([C:5]1[N:6]([CH3:23])[CH:7]=[C:8]([C:17]2[CH:22]=[CH:21][N:20]=[CH:19][CH:18]=2)[C:9]=1[C:10]1[CH:15]=[CH:14][C:13]([F:16])=[CH:12][CH:11]=1)=[O:4].C1C(=O)N([Br:31])C(=O)C1.CCOCC, predict the reaction product. The product is: [CH3:1][O:2][C:3]([C:5]1[N:6]([CH3:23])[C:7]([Br:31])=[C:8]([C:17]2[CH:22]=[CH:21][N:20]=[CH:19][CH:18]=2)[C:9]=1[C:10]1[CH:11]=[CH:12][C:13]([F:16])=[CH:14][CH:15]=1)=[O:4]. (2) Given the reactants [CH2:1]([O:3]C(=O)CP(OC1C=CC=CC=1)(OC1C=CC=CC=1)=O)[CH3:2].N12CCCN=C1CCCCC2.[Na+].[I-].[NH2:36][C:37]1[C:42]([CH:43]=O)=[C:41]([CH:45]2[CH2:50][CH2:49][CH2:48][N:47]([C:51]([O:53][C:54]([CH3:57])([CH3:56])[CH3:55])=[O:52])[CH2:46]2)[CH:40]=[C:39]([C:58]2[C:63]([O:64][CH2:65][C:66]3[CH:71]=[CH:70][C:69]([O:72][CH3:73])=[CH:68][CH:67]=3)=[CH:62][CH:61]=[CH:60][C:59]=2[O:74][CH2:75][CH:76]2[CH2:78][CH2:77]2)[N:38]=1, predict the reaction product. The product is: [CH:76]1([CH2:75][O:74][C:59]2[CH:60]=[CH:61][CH:62]=[C:63]([O:64][CH2:65][C:66]3[CH:71]=[CH:70][C:69]([O:72][CH3:73])=[CH:68][CH:67]=3)[C:58]=2[C:39]2[CH:40]=[C:41]([CH:45]3[CH2:50][CH2:49][CH2:48][N:47]([C:51]([O:53][C:54]([CH3:56])([CH3:55])[CH3:57])=[O:52])[CH2:46]3)[C:42]3[CH:43]=[CH:2][C:1](=[O:3])[NH:36][C:37]=3[N:38]=2)[CH2:78][CH2:77]1. (3) Given the reactants [CH3:1][N:2]([CH3:7])[S:3](Cl)(=[O:5])=[O:4].[CH2:8]([O:10][CH2:11][C:12]1[N:13]([CH2:24][CH2:25][CH:26]2[CH2:31][CH2:30][NH:29][CH2:28][CH2:27]2)[C:14]2[C:19]([CH3:20])=[C:18]([CH3:21])[N:17]=[C:16]([NH2:22])[C:15]=2[N:23]=1)[CH3:9], predict the reaction product. The product is: [NH2:22][C:16]1[C:15]2[N:23]=[C:12]([CH2:11][O:10][CH2:8][CH3:9])[N:13]([CH2:24][CH2:25][CH:26]3[CH2:27][CH2:28][N:29]([S:3]([N:2]([CH3:7])[CH3:1])(=[O:5])=[O:4])[CH2:30][CH2:31]3)[C:14]=2[C:19]([CH3:20])=[C:18]([CH3:21])[N:17]=1. (4) Given the reactants [Cl:1][C:2]1[CH:3]=[C:4]([B:9]([C:11]2[CH:16]=[CH:15][CH:14]=[CH:13][CH:12]=2)[OH:10])[CH:5]=[CH:6][C:7]=1[CH3:8].O[C:18]1[CH:19]=[CH:20][CH:21]=[C:22]2[C:27]=1[N:26]=[CH:25][CH:24]=[CH:23]2, predict the reaction product. The product is: [N:26]1[C:27]2[C:22](=[CH:21][CH:20]=[CH:19][C:18]=2[O:10][B:9]([C:4]2[CH:5]=[CH:6][C:7]([CH3:8])=[C:2]([Cl:1])[CH:3]=2)[C:11]2[CH:12]=[CH:13][CH:14]=[CH:15][CH:16]=2)[CH:23]=[CH:24][CH:25]=1.